Dataset: Reaction yield outcomes from USPTO patents with 853,638 reactions. Task: Predict the reaction yield, written as a fraction of the theoretical maximum amount of product (1.0 means a 100% yield; for example, 0.34 means a 34% yield). (1) The reactants are [CH3:1][O:2][C:3]1[CH:28]=[CH:27][C:6]([CH2:7][O:8][C:9]2[CH:10]=[CH:11][C:12]([N+:24]([O-])=O)=[C:13]([CH2:15][NH:16][C:17](=[O:23])[O:18][C:19]([CH3:22])([CH3:21])[CH3:20])[CH:14]=2)=[CH:5][CH:4]=1.[Cl-].[NH4+]. The catalyst is C(O)C.O.[Fe]. The product is [NH2:24][C:12]1[CH:11]=[CH:10][C:9]([O:8][CH2:7][C:6]2[CH:27]=[CH:28][C:3]([O:2][CH3:1])=[CH:4][CH:5]=2)=[CH:14][C:13]=1[CH2:15][NH:16][C:17](=[O:23])[O:18][C:19]([CH3:21])([CH3:20])[CH3:22]. The yield is 0.990. (2) The reactants are [OH:1][N:2]=[C:3]([NH2:27])[C:4]1[CH:9]=[CH:8][CH:7]=[C:6]([N:10]2[CH2:19][C@H:18]3[N:14]([CH2:15][CH2:16][CH2:17]3)[C:13]3[N:20]=[C:21]([S:24][CH3:25])[N:22]=[CH:23][C:12]=3[C:11]2=[O:26])[CH:5]=1.[CH:28](OCC)(OCC)OCC. The yield is 0.780. The product is [O:1]1[CH:28]=[N:27][C:3]([C:4]2[CH:5]=[C:6]([N:10]3[CH2:19][C@H:18]4[N:14]([CH2:15][CH2:16][CH2:17]4)[C:13]4[N:20]=[C:21]([S:24][CH3:25])[N:22]=[CH:23][C:12]=4[C:11]3=[O:26])[CH:7]=[CH:8][CH:9]=2)=[N:2]1. No catalyst specified. (3) The reactants are [C:1]([C:5]1[CH:10]=[C:9]([CH3:11])[CH:8]=[C:7]([C:12]([CH3:15])([CH3:14])[CH3:13])[C:6]=1[OH:16])([CH3:4])([CH3:3])[CH3:2].[H-].[Na+].[N:19]1[CH:24]=[CH:23][CH:22]=[CH:21][C:20]=1[CH2:25]Cl. The catalyst is CN(C=O)C.O. The product is [C:12]([C:7]1[CH:8]=[C:9]([CH3:11])[CH:10]=[C:5]([C:1]([CH3:4])([CH3:3])[CH3:2])[C:6]=1[O:16][CH2:25][C:20]1[CH:21]=[CH:22][CH:23]=[CH:24][N:19]=1)([CH3:15])([CH3:14])[CH3:13]. The yield is 0.410. (4) The reactants are [O:1]=[CH:2][C:3]1[CH:11]=[CH:10][C:8]([OH:9])=[C:5]([O:6][CH3:7])[CH:4]=1.C(N(CC)CC)C.C(Cl)(=[O:21])C. The catalyst is C(Cl)Cl. The product is [C:8]([OH:21])(=[O:9])[CH3:10].[O:1]=[CH:2][C:3]1[CH:11]=[CH:10][C:8]([OH:9])=[C:5]([O:6][CH3:7])[CH:4]=1. The yield is 1.00. (5) The reactants are [Cl:1][C:2]1[CH:3]=[C:4]([C:9](=[NH:21])[NH:10][C:11]2[CH:16]=[CH:15][C:14]([S:17]([CH3:20])(=[O:19])=[O:18])=[CH:13][CH:12]=2)[CH:5]=[CH:6][C:7]=1[CH3:8].C(=O)(O)[O-].[Na+].Br[CH2:28][C:29](=[O:34])[C:30]([F:33])([F:32])[F:31]. The catalyst is C(O)(C)C. The product is [Cl:1][C:2]1[CH:3]=[C:4]([C:9]2[N:10]([C:11]3[CH:16]=[CH:15][C:14]([S:17]([CH3:20])(=[O:18])=[O:19])=[CH:13][CH:12]=3)[CH2:28][C:29]([OH:34])([C:30]([F:33])([F:32])[F:31])[N:21]=2)[CH:5]=[CH:6][C:7]=1[CH3:8]. The yield is 0.250. (6) The reactants are [CH3:1][O:2][C:3]1[CH:8]=[CH:7][C:6]([N:9]2[C:13]([C:14]3[CH:19]=[CH:18][C:17]([CH3:20])=[CH:16][CH:15]=3)=[CH:12][C:11]([CH2:21][CH:22]([C:26]3[C:34]4[C:29](=[CH:30][CH:31]=[CH:32][CH:33]=4)[N:28](COCC[Si](C)(C)C)[CH:27]=3)[C:23]([OH:25])=[O:24])=[N:10]2)=[CH:5][CH:4]=1.CCCC[N+](CCCC)(CCCC)CCCC.[F-]. The catalyst is C1COCC1.CCOC(C)=O. The product is [NH:28]1[C:29]2[C:34](=[CH:33][CH:32]=[CH:31][CH:30]=2)[C:26]([CH:22]([CH2:21][C:11]2[CH:12]=[C:13]([C:14]3[CH:19]=[CH:18][C:17]([CH3:20])=[CH:16][CH:15]=3)[N:9]([C:6]3[CH:5]=[CH:4][C:3]([O:2][CH3:1])=[CH:8][CH:7]=3)[N:10]=2)[C:23]([OH:25])=[O:24])=[CH:27]1. The yield is 0.850. (7) The reactants are [Br:1][C:2]1[C:11]2[C:6](=[CH:7][CH:8]=[CH:9][CH:10]=2)[C:5]([C:12](=[O:16])[CH:13]=[N+]=[N-])=[CH:4][CH:3]=1.[BrH:17].C([O-])(O)=O.[Na+]. The catalyst is C(OCC)(=O)C. The product is [Br:17][CH2:13][C:12]([C:5]1[C:6]2[C:11](=[CH:10][CH:9]=[CH:8][CH:7]=2)[C:2]([Br:1])=[CH:3][CH:4]=1)=[O:16]. The yield is 0.510.